Dataset: Forward reaction prediction with 1.9M reactions from USPTO patents (1976-2016). Task: Predict the product of the given reaction. (1) The product is: [NH2:23][C:21]1[N:20]=[CH:19][N:18]=[C:17]2[N:16]([CH:39]3[CH2:35][CH2:36][N:37]([C:40]([O:42][C:43]([CH3:46])([CH3:45])[CH3:44])=[O:41])[CH2:38]3)[N:15]=[C:14]([C:11]3[CH:12]=[CH:13][C:8]([O:1][C:2]4[CH:7]=[CH:6][CH:5]=[CH:4][CH:3]=4)=[CH:9][CH:10]=3)[C:22]=12. Given the reactants [O:1]([C:8]1[CH:13]=[CH:12][C:11]([C:14]2[C:22]3[C:17](=[N:18][CH:19]=[N:20][C:21]=3[NH2:23])[NH:16][N:15]=2)=[CH:10][CH:9]=1)[C:2]1[CH:7]=[CH:6][CH:5]=[CH:4][CH:3]=1.CC1C=CC(S(O[CH:35]2[CH2:39][CH2:38][N:37]([C:40]([O:42][C:43]([CH3:46])([CH3:45])[CH3:44])=[O:41])[CH2:36]2)(=O)=O)=CC=1.C(=O)([O-])[O-].[Cs+].[Cs+], predict the reaction product. (2) Given the reactants [CH3:1][S:2][C:3]1[S:4][C:5]([C:13]([NH:15][CH2:16][CH2:17][N:18]2[C:26]3[CH2:25][CH2:24][CH2:23][CH2:22][C:21]=3[C:20]([C:27]([F:30])([F:29])[F:28])=[N:19]2)=[O:14])=[C:6]2[CH2:11][CH2:10][CH2:9][C:8](=[O:12])[C:7]=12.[BH4-].[Na+].O, predict the reaction product. The product is: [OH:12][CH:8]1[C:7]2[C:6](=[C:5]([C:13]([NH:15][CH2:16][CH2:17][N:18]3[C:26]4[CH2:25][CH2:24][CH2:23][CH2:22][C:21]=4[C:20]([C:27]([F:29])([F:30])[F:28])=[N:19]3)=[O:14])[S:4][C:3]=2[S:2][CH3:1])[CH2:11][CH2:10][CH2:9]1. (3) Given the reactants [Cl:1][C:2]1[S:6][C:5]([S:7]([NH:10][C:11]2[CH:12]=[CH:13][CH:14]=[C:15]3[C:19]=2[NH:18][C:17]([C:20]([O:22]CC)=[O:21])=[CH:16]3)(=[O:9])=[O:8])=[CH:4][CH:3]=1.[OH-].[Na+].O1CCCC1, predict the reaction product. The product is: [Cl:1][C:2]1[S:6][C:5]([S:7]([NH:10][C:11]2[CH:12]=[CH:13][CH:14]=[C:15]3[C:19]=2[NH:18][C:17]([C:20]([OH:22])=[O:21])=[CH:16]3)(=[O:9])=[O:8])=[CH:4][CH:3]=1. (4) Given the reactants [N:1]([C:4]1[CH:9]=[CH:8][C:7]([CH:10]2[CH2:12][CH2:11]2)=[CH:6][C:5]=1[Cl:13])=[N+:2]=[N-:3].O=[C:15]([CH3:21])[CH2:16][C:17]([O:19]C)=[O:18].C[O-].[Na+], predict the reaction product. The product is: [Cl:13][C:5]1[CH:6]=[C:7]([CH:10]2[CH2:11][CH2:12]2)[CH:8]=[CH:9][C:4]=1[N:1]1[C:15]([CH3:21])=[C:16]([C:17]([OH:19])=[O:18])[N:3]=[N:2]1. (5) Given the reactants [Si]([O:8][CH2:9][CH2:10][O:11][C:12]1[CH:20]=[C:19]2[C:15]([C:16]([C:21](=[O:38])[CH:22]([NH:29][C:30]3[CH:35]=[CH:34][CH:33]=[C:32]([O:36][CH3:37])[CH:31]=3)[C:23]3[CH:28]=[CH:27][CH:26]=[CH:25][CH:24]=3)=[CH:17][NH:18]2)=[CH:14][CH:13]=1)(C(C)(C)C)(C)C.Cl.O1CCOCC1.[OH-].[Na+], predict the reaction product. The product is: [OH:8][CH2:9][CH2:10][O:11][C:12]1[CH:20]=[C:19]2[C:15]([C:16]([C:21](=[O:38])[CH:22]([NH:29][C:30]3[CH:35]=[CH:34][CH:33]=[C:32]([O:36][CH3:37])[CH:31]=3)[C:23]3[CH:24]=[CH:25][CH:26]=[CH:27][CH:28]=3)=[CH:17][NH:18]2)=[CH:14][CH:13]=1. (6) Given the reactants [Br:1][C:2]1[C:7]2[N:8]=[C:9]([CH3:11])[S:10][C:6]=2[CH:5]=[CH:4][C:3]=1[CH:12](O)[CH3:13].C(N(CC)CC)C.CS(Cl)(=O)=O.[N-:27]=[N+:28]=[N-:29].[Na+], predict the reaction product. The product is: [N:27]([CH:12]([C:3]1[CH:4]=[CH:5][C:6]2[S:10][C:9]([CH3:11])=[N:8][C:7]=2[C:2]=1[Br:1])[CH3:13])=[N+:28]=[N-:29]. (7) Given the reactants FC(F)(F)C(O)=O.[N:8]1([C:13]2[CH:14]=[CH:15][C:16](/[CH:21]=[CH:22]/[C:23]([O:25]C(C)(C)C)=[O:24])=[N:17][C:18]=2[O:19][CH3:20])[CH:12]=[CH:11][N:10]=[CH:9]1, predict the reaction product. The product is: [N:8]1([C:13]2[CH:14]=[CH:15][C:16](/[CH:21]=[CH:22]/[C:23]([OH:25])=[O:24])=[N:17][C:18]=2[O:19][CH3:20])[CH:12]=[CH:11][N:10]=[CH:9]1. (8) Given the reactants [C:1]([O-:13])(=[O:12])[CH2:2][C:3]([CH2:8][C:9]([O-:11])=[O:10])([C:5]([O-:7])=[O:6])[OH:4].[Ca+2].[C:1]([O-:13])(=[O:12])[CH2:2][C:3]([CH2:8][C:9]([O-:11])=[O:10])([C:5]([O-:7])=[O:6])[OH:4].[Ca+2].[Ca+2], predict the reaction product. The product is: [C:1]([OH:13])(=[O:12])[CH2:2][C:3]([CH2:8][C:9]([OH:11])=[O:10])([C:5]([OH:7])=[O:6])[OH:4]. (9) Given the reactants [C:1]([C:3]1[CH:8]=[CH:7][C:6]([CH:9]2[C:14]([C:15]([O:17]CC=C)=[O:16])=[C:13]([CH3:21])[N:12]([C:22]3[CH:27]=[CH:26][CH:25]=[C:24]([C:28]([F:31])([F:30])[F:29])[CH:23]=3)[C:11](=[O:32])[NH:10]2)=[C:5]([S:33]([CH2:36][CH3:37])(=[O:35])=[O:34])[CH:4]=1)#[N:2].N1CCOCC1, predict the reaction product. The product is: [C:1]([C:3]1[CH:8]=[CH:7][C:6]([CH:9]2[C:14]([C:15]([OH:17])=[O:16])=[C:13]([CH3:21])[N:12]([C:22]3[CH:27]=[CH:26][CH:25]=[C:24]([C:28]([F:30])([F:31])[F:29])[CH:23]=3)[C:11](=[O:32])[NH:10]2)=[C:5]([S:33]([CH2:36][CH3:37])(=[O:34])=[O:35])[CH:4]=1)#[N:2].